The task is: Regression. Given a peptide amino acid sequence and an MHC pseudo amino acid sequence, predict their binding affinity value. This is MHC class I binding data.. This data is from Peptide-MHC class I binding affinity with 185,985 pairs from IEDB/IMGT. (1) The peptide sequence is WYKMWRVSK. The MHC is HLA-A02:16 with pseudo-sequence HLA-A02:16. The binding affinity (normalized) is 0.0847. (2) The peptide sequence is TNQLRSVGL. The MHC is HLA-B07:02 with pseudo-sequence HLA-B07:02. The binding affinity (normalized) is 0. (3) The peptide sequence is RHIAIQVCY. The MHC is HLA-A69:01 with pseudo-sequence HLA-A69:01. The binding affinity (normalized) is 0.0847.